Dataset: Forward reaction prediction with 1.9M reactions from USPTO patents (1976-2016). Task: Predict the product of the given reaction. (1) Given the reactants [N+:1]([C:4]1[CH:11]=[CH:10][C:7]([CH:8]=[O:9])=[CH:6][CH:5]=1)([O-:3])=[O:2].[N+:12]([CH3:15])([O-:14])=[O:13], predict the reaction product. The product is: [N+:12]([CH2:15][CH:8]([C:7]1[CH:6]=[CH:5][C:4]([N+:1]([O-:3])=[O:2])=[CH:11][CH:10]=1)[OH:9])([O-:14])=[O:13]. (2) Given the reactants C(NC(C)C)(C)C.C([Li])CCC.[F:13][C:14]1[CH:19]=[C:18]([CH3:20])[CH:17]=[CH:16][N:15]=1.CON(C)[C:24](=[O:35])[C:25]1[CH:30]=[CH:29][CH:28]=[C:27]([C:31]([F:34])([F:33])[F:32])[CH:26]=1, predict the reaction product. The product is: [F:13][C:14]1[CH:19]=[C:18]([CH2:20][C:24]([C:25]2[CH:30]=[CH:29][CH:28]=[C:27]([C:31]([F:32])([F:33])[F:34])[CH:26]=2)=[O:35])[CH:17]=[CH:16][N:15]=1. (3) Given the reactants [OH:1][C:2]1[CH:9]=CC(C=C)=CC=1.[CH3:10][C@@:11]12[CH:19]([C:20]([C:22]([O-:24])=O)=C)C[C@H](C1(C)C)C[CH2:12]2, predict the reaction product. The product is: [CH:10]([O:1][CH2:2][CH3:9])=[CH2:11].[O:24]1[CH:22]=[CH:20][CH2:19][CH2:11][CH2:12]1. (4) Given the reactants [CH:1]([C:3]1[C:4]([O:14][CH2:15][C:16]2[CH:39]=[CH:38][C:19]([O:20][CH2:21][C:22]3[N:23]=[C:24]([C:28]4[CH:29]=[C:30]([CH:35]=[CH:36][CH:37]=4)[C:31]([O:33]C)=[O:32])[O:25][C:26]=3[CH3:27])=[CH:18][CH:17]=2)=[N:5][N:6]([C:8]2[CH:13]=[CH:12][CH:11]=[CH:10][CH:9]=2)[CH:7]=1)=O.[CH2:40](P(=O)(OCC)OCC)[P:41](=[O:48])([O:45][CH2:46][CH3:47])[O:42][CH2:43][CH3:44].CN(C)C=O.[H-].[Na+], predict the reaction product. The product is: [CH2:43]([O:42][P:41](/[CH:40]=[CH:1]/[C:3]1[C:4]([O:14][CH2:15][C:16]2[CH:17]=[CH:18][C:19]([O:20][CH2:21][C:22]3[N:23]=[C:24]([C:28]4[CH:29]=[C:30]([CH:35]=[CH:36][CH:37]=4)[C:31]([OH:33])=[O:32])[O:25][C:26]=3[CH3:27])=[CH:38][CH:39]=2)=[N:5][N:6]([C:8]2[CH:9]=[CH:10][CH:11]=[CH:12][CH:13]=2)[CH:7]=1)([O:45][CH2:46][CH3:47])=[O:48])[CH3:44]. (5) Given the reactants [N+:1]([C:4]1[CH:9]=[CH:8][C:7]([CH2:10][C:11](=[O:13])[CH3:12])=[CH:6][CH:5]=1)([O-:3])=[O:2].CO[CH:16](OC)[N:17]([CH3:19])[CH3:18], predict the reaction product. The product is: [CH3:16][N:17]([CH3:19])/[CH:18]=[C:10](\[C:7]1[CH:6]=[CH:5][C:4]([N+:1]([O-:3])=[O:2])=[CH:9][CH:8]=1)/[C:11](=[O:13])[CH3:12].